Dataset: Forward reaction prediction with 1.9M reactions from USPTO patents (1976-2016). Task: Predict the product of the given reaction. (1) Given the reactants C(OC(=O)[NH:7][CH:8]1[C:13](=[O:14])[N:12]2[CH:15]([C:18](=[O:30])[NH:19][CH:20]3[C:29]4[C:24](=[CH:25][CH:26]=[CH:27][CH:28]=4)[CH2:23][CH2:22][CH2:21]3)[CH2:16][S:17][CH:11]2[CH2:10][CH2:9]1)(C)(C)C.[ClH:32].O1CCOCC1.C1(C)C=CC=CC=1, predict the reaction product. The product is: [ClH:32].[CH:20]1([NH:19][C:18]([CH:15]2[N:12]3[C:13](=[O:14])[CH:8]([NH2:7])[CH2:9][CH2:10][CH:11]3[S:17][CH2:16]2)=[O:30])[C:29]2[C:24](=[CH:25][CH:26]=[CH:27][CH:28]=2)[CH2:23][CH2:22][CH2:21]1. (2) Given the reactants C([NH:9][C:10]1[S:11][CH2:12][C@@H:13]2[CH2:18][N:17]([C:19]3[N:24]=[CH:23][C:22]([F:25])=[CH:21][N:20]=3)[CH2:16][C@:14]2([C:26]2[CH:27]=[C:28]([NH:32][C:33]([C:35]3[C:40]([F:41])=[CH:39][C:38]([F:42])=[CH:37][N:36]=3)=[O:34])[CH:29]=[CH:30][CH:31]=2)[N:15]=1)(=O)C1C=CC=CC=1.[ClH:43].CON.N1C=CC=CC=1, predict the reaction product. The product is: [ClH:43].[NH2:9][C:10]1[S:11][CH2:12][C@@H:13]2[CH2:18][N:17]([C:19]3[N:20]=[CH:21][C:22]([F:25])=[CH:23][N:24]=3)[CH2:16][C@:14]2([C:26]2[CH:27]=[C:28]([NH:32][C:33]([C:35]3[C:40]([F:41])=[CH:39][C:38]([F:42])=[CH:37][N:36]=3)=[O:34])[CH:29]=[CH:30][CH:31]=2)[N:15]=1. (3) Given the reactants BrC1C=CC2N(CC3C=CC(OC)=CC=3OC)C(=O)[C@@H](CC(OCC)=O)O[C@H](C3C=CC=C(OC)C=3OC)C=2C=1.[Cl:41][C:42]1[C:47]([F:48])=[CH:46][C:45]([N:49]([CH2:59][C:60]2[CH:65]=[CH:64][C:63]([O:66][CH3:67])=[CH:62][C:61]=2[O:68][CH3:69])[C:50](=[O:58])/[CH:51]=[CH:52]/[C:53]([O:55][CH2:56][CH3:57])=[O:54])=[C:44]([CH:70]([C:72]2[CH:77]=[CH:76][CH:75]=[C:74]([O:78][CH3:79])[C:73]=2[O:80][CH3:81])[OH:71])[CH:43]=1, predict the reaction product. The product is: [Cl:41][C:42]1[C:47]([F:48])=[CH:46][C:45]2[N:49]([CH2:59][C:60]3[CH:65]=[CH:64][C:63]([O:66][CH3:67])=[CH:62][C:61]=3[O:68][CH3:69])[C:50](=[O:58])[C@@H:51]([CH2:52][C:53]([O:55][CH2:56][CH3:57])=[O:54])[O:71][C@H:70]([C:72]3[CH:77]=[CH:76][CH:75]=[C:74]([O:78][CH3:79])[C:73]=3[O:80][CH3:81])[C:44]=2[CH:43]=1.